Dataset: Forward reaction prediction with 1.9M reactions from USPTO patents (1976-2016). Task: Predict the product of the given reaction. (1) Given the reactants [Cl:1][C:2]1[CH:3]=[C:4]([C:8]2[CH:16]=[CH:15][CH:14]=[C:13]3[C:9]=2[CH2:10][C:11](=[O:17])[NH:12]3)[CH:5]=[CH:6][CH:7]=1.[CH3:18][N:19]([CH3:35])[C@@H:20]1[CH2:24][CH2:23][N:22]([C:25]([C:27]2[CH:31]=[C:30]([CH3:32])[NH:29][C:28]=2[CH:33]=O)=[O:26])[CH2:21]1, predict the reaction product. The product is: [Cl:1][C:2]1[CH:3]=[C:4]([C:8]2[CH:16]=[CH:15][CH:14]=[C:13]3[C:9]=2[C:10](=[CH:33][C:28]2[NH:29][C:30]([CH3:32])=[CH:31][C:27]=2[C:25]([N:22]2[CH2:23][CH2:24][C@@H:20]([N:19]([CH3:18])[CH3:35])[CH2:21]2)=[O:26])[C:11](=[O:17])[NH:12]3)[CH:5]=[CH:6][CH:7]=1. (2) Given the reactants [C:1]([O:5][C:6]([N:8]([CH2:21][C:22]1[N:23]=[CH:24][S:25][CH:26]=1)[C@H:9]([C:17]([O:19]C)=[O:18])[CH2:10][C:11]1[CH:16]=[CH:15][CH:14]=[CH:13][CH:12]=1)=[O:7])([CH3:4])([CH3:3])[CH3:2].O[Li].O, predict the reaction product. The product is: [C:1]([O:5][C:6]([N:8]([CH2:21][C:22]1[N:23]=[CH:24][S:25][CH:26]=1)[C@H:9]([C:17]([OH:19])=[O:18])[CH2:10][C:11]1[CH:16]=[CH:15][CH:14]=[CH:13][CH:12]=1)=[O:7])([CH3:4])([CH3:2])[CH3:3].